From a dataset of NCI-60 drug combinations with 297,098 pairs across 59 cell lines. Regression. Given two drug SMILES strings and cell line genomic features, predict the synergy score measuring deviation from expected non-interaction effect. (1) Drug 1: CC12CCC3C(C1CCC2=O)CC(=C)C4=CC(=O)C=CC34C. Drug 2: CC12CCC3C(C1CCC2OP(=O)(O)O)CCC4=C3C=CC(=C4)OC(=O)N(CCCl)CCCl.[Na+]. Cell line: MCF7. Synergy scores: CSS=-10.4, Synergy_ZIP=-8.31, Synergy_Bliss=-26.8, Synergy_Loewe=-46.7, Synergy_HSA=-33.1. (2) Drug 1: CC1=C(C(=O)C2=C(C1=O)N3CC4C(C3(C2COC(=O)N)OC)N4)N. Drug 2: B(C(CC(C)C)NC(=O)C(CC1=CC=CC=C1)NC(=O)C2=NC=CN=C2)(O)O. Cell line: OVCAR3. Synergy scores: CSS=49.5, Synergy_ZIP=-1.39, Synergy_Bliss=-2.75, Synergy_Loewe=-12.5, Synergy_HSA=-2.62. (3) Drug 1: C1=C(C(=O)NC(=O)N1)N(CCCl)CCCl. Drug 2: CCC(=C(C1=CC=CC=C1)C2=CC=C(C=C2)OCCN(C)C)C3=CC=CC=C3.C(C(=O)O)C(CC(=O)O)(C(=O)O)O. Cell line: M14. Synergy scores: CSS=33.0, Synergy_ZIP=3.80, Synergy_Bliss=3.98, Synergy_Loewe=2.69, Synergy_HSA=2.55. (4) Cell line: HOP-62. Drug 1: C1=CC(=CC=C1CC(C(=O)O)N)N(CCCl)CCCl.Cl. Drug 2: CC(C)(C#N)C1=CC(=CC(=C1)CN2C=NC=N2)C(C)(C)C#N. Synergy scores: CSS=12.3, Synergy_ZIP=-4.68, Synergy_Bliss=-4.12, Synergy_Loewe=-6.89, Synergy_HSA=-7.28. (5) Drug 1: C1C(C(OC1N2C=NC3=C(N=C(N=C32)Cl)N)CO)O. Drug 2: CC1C(C(CC(O1)OC2CC(OC(C2O)C)OC3=CC4=CC5=C(C(=O)C(C(C5)C(C(=O)C(C(C)O)O)OC)OC6CC(C(C(O6)C)O)OC7CC(C(C(O7)C)O)OC8CC(C(C(O8)C)O)(C)O)C(=C4C(=C3C)O)O)O)O. Cell line: HCC-2998. Synergy scores: CSS=80.9, Synergy_ZIP=2.31, Synergy_Bliss=2.09, Synergy_Loewe=1.32, Synergy_HSA=2.47. (6) Drug 1: CN1CCC(CC1)COC2=C(C=C3C(=C2)N=CN=C3NC4=C(C=C(C=C4)Br)F)OC. Drug 2: CCCS(=O)(=O)NC1=C(C(=C(C=C1)F)C(=O)C2=CNC3=C2C=C(C=N3)C4=CC=C(C=C4)Cl)F. Cell line: SK-MEL-28. Synergy scores: CSS=36.9, Synergy_ZIP=3.65, Synergy_Bliss=4.69, Synergy_Loewe=-15.2, Synergy_HSA=1.09. (7) Drug 1: CN(C)C1=NC(=NC(=N1)N(C)C)N(C)C. Cell line: NCI-H322M. Synergy scores: CSS=24.4, Synergy_ZIP=4.31, Synergy_Bliss=5.61, Synergy_Loewe=-23.1, Synergy_HSA=3.87. Drug 2: COCCOC1=C(C=C2C(=C1)C(=NC=N2)NC3=CC=CC(=C3)C#C)OCCOC.Cl. (8) Synergy scores: CSS=4.35, Synergy_ZIP=3.58, Synergy_Bliss=7.95, Synergy_Loewe=3.56, Synergy_HSA=4.35. Cell line: NCI-H460. Drug 1: CS(=O)(=O)C1=CC(=C(C=C1)C(=O)NC2=CC(=C(C=C2)Cl)C3=CC=CC=N3)Cl. Drug 2: CC(C)NC(=O)C1=CC=C(C=C1)CNNC.Cl. (9) Drug 1: C1CCN(CC1)CCOC2=CC=C(C=C2)C(=O)C3=C(SC4=C3C=CC(=C4)O)C5=CC=C(C=C5)O. Drug 2: C1CC(C1)(C(=O)O)C(=O)O.[NH2-].[NH2-].[Pt+2]. Cell line: MDA-MB-435. Synergy scores: CSS=2.16, Synergy_ZIP=0.987, Synergy_Bliss=5.02, Synergy_Loewe=-1.55, Synergy_HSA=-1.82. (10) Drug 1: C1=C(C(=O)NC(=O)N1)F. Drug 2: CC=C1C(=O)NC(C(=O)OC2CC(=O)NC(C(=O)NC(CSSCCC=C2)C(=O)N1)C(C)C)C(C)C. Synergy scores: CSS=68.0, Synergy_ZIP=10.1, Synergy_Bliss=10.1, Synergy_Loewe=-15.8, Synergy_HSA=13.1. Cell line: NCI-H226.